This data is from Forward reaction prediction with 1.9M reactions from USPTO patents (1976-2016). The task is: Predict the product of the given reaction. Given the reactants [NH2:1][CH:2]1[C:11]2[CH:10]=[N:9][CH:8]=[C:7]([C:12]3[CH:19]=[CH:18][C:15]([C:16]#[N:17])=[CH:14][CH:13]=3)[C:6]=2[CH2:5][CH2:4][CH2:3]1.[CH2:20]([N:22]=[C:23]=[O:24])[CH3:21].CCN(CC)CC.OP([O-])(O)=O.[K+], predict the reaction product. The product is: [C:16]([C:15]1[CH:14]=[CH:13][C:12]([C:7]2[C:6]3[CH2:5][CH2:4][CH2:3][CH:2]([NH:1][C:23]([NH:22][CH2:20][CH3:21])=[O:24])[C:11]=3[CH:10]=[N:9][CH:8]=2)=[CH:19][CH:18]=1)#[N:17].